Predict the reaction yield, written as a fraction of the theoretical maximum amount of product (1.0 means a 100% yield; for example, 0.34 means a 34% yield). From a dataset of Reaction yield outcomes from USPTO patents with 853,638 reactions. (1) The reactants are [C:1]1([CH2:7][C:8]([O:10][C:11]([CH3:14])([CH3:13])[CH3:12])=[O:9])[CH:6]=[CH:5][CH:4]=[CH:3][CH:2]=1.C[Si]([N-][Si](C)(C)C)(C)C.[K+].C1(C)C=CC=CC=1.[F:32][C:33]([F:56])([F:55])[CH2:34][CH2:35][C@@H:36](OS(C(F)(F)F)(=O)=O)[C:37]([O:39][CH2:40][C:41]1[CH:46]=[CH:45][CH:44]=[CH:43][CH:42]=1)=[O:38]. The catalyst is C1COCC1. The product is [C:1]1([C@H:7]([C:8]([O:10][C:11]([CH3:14])([CH3:13])[CH3:12])=[O:9])[C@@H:36]([CH2:35][CH2:34][C:33]([F:32])([F:55])[F:56])[C:37]([O:39][CH2:40][C:41]2[CH:46]=[CH:45][CH:44]=[CH:43][CH:42]=2)=[O:38])[CH:6]=[CH:5][CH:4]=[CH:3][CH:2]=1. The yield is 0.370. (2) The reactants are [CH3:1][O:2][C:3]1[CH:8]=[CH:7][C:6]([NH:9][CH2:10][C:11]([NH:13][NH2:14])=O)=[CH:5][CH:4]=1.[CH2:15]([N:19]=[C:20]=[S:21])[CH2:16][CH2:17][CH3:18]. No catalyst specified. The product is [CH2:15]([N:19]1[C:11]([CH2:10][NH:9][C:6]2[CH:7]=[CH:8][C:3]([O:2][CH3:1])=[CH:4][CH:5]=2)=[N:13][NH:14][C:20]1=[S:21])[CH2:16][CH2:17][CH3:18]. The yield is 0.290. (3) The reactants are Br[C:2]1[CH:7]=[CH:6][C:5]([S:8]([NH:11][CH2:12][CH2:13][OH:14])(=[O:10])=[O:9])=[CH:4][CH:3]=1.[B:15]1([B:15]2[O:19][C:18]([CH3:21])([CH3:20])[C:17]([CH3:23])([CH3:22])[O:16]2)[O:19][C:18]([CH3:21])([CH3:20])[C:17]([CH3:23])([CH3:22])[O:16]1. No catalyst specified. The product is [OH:14][CH2:13][CH2:12][NH:11][S:8]([C:5]1[CH:6]=[CH:7][C:2]([B:15]2[O:19][C:18]([CH3:21])([CH3:20])[C:17]([CH3:23])([CH3:22])[O:16]2)=[CH:3][CH:4]=1)(=[O:10])=[O:9]. The yield is 0.400. (4) The catalyst is CN(C=O)C.O.CCOCC.C(Cl)Cl. The yield is 0.790. The product is [Cl:1][C:2]1[CH:3]=[CH:4][C:5]2[N:6]([C:20]([CH3:24])=[C:21]([NH:23][C:41](=[O:42])[C:43]([F:44])([F:45])[F:46])[N:8]=2)[N:7]=1. The reactants are [Cl:1][C:2]1[CH:3]=[CH:4]/[C:5](=[N:8]\S(C2C=CC(C)=CC=2)(=O)=O)/[NH:6][N:7]=1.Br[CH:20]([CH3:24])[C:21]([NH2:23])=O.CCN(C(C)C)C(C)C.[C:41](O[C:41]([C:43]([F:46])([F:45])[F:44])=[O:42])([C:43]([F:46])([F:45])[F:44])=[O:42]. (5) The reactants are [OH:1][C:2]1[CH2:3][N:4]([C:9]([O:11][C:12]([CH3:15])([CH3:14])[CH3:13])=[O:10])[C:5](O)=[CH:6][CH:7]=1.ClC1C=C(C=CC=1)C(O)=O.C(OC(=O)C)C. The catalyst is C(Cl)Cl. The product is [CH:2]12[O:1][CH:7]1[CH2:6][CH2:5][N:4]([C:9]([O:11][C:12]([CH3:15])([CH3:14])[CH3:13])=[O:10])[CH2:3]2. The yield is 0.870. (6) The reactants are OO.NC(N)=[O:5].FC(F)(F)C(OC(=O)C(F)(F)F)=O.[Cl:20][C:21]1[N:22]=[N:23][C:24]([Cl:27])=[CH:25][CH:26]=1.S([O-])([O-])=O.[Na+].[Na+]. The catalyst is ClCCl. The product is [Cl:20][C:21]1[N:22]=[N+:23]([O-:5])[C:24]([Cl:27])=[CH:25][CH:26]=1. The yield is 0.930.